Dataset: Reaction yield outcomes from USPTO patents with 853,638 reactions. Task: Predict the reaction yield, written as a fraction of the theoretical maximum amount of product (1.0 means a 100% yield; for example, 0.34 means a 34% yield). (1) The reactants are Br[C:2]1[CH:11]=[CH:10][C:9]2[C:4](=[CH:5][CH:6]=[CH:7][CH:8]=2)[C:3]=1[C:12]1[C:21]2[C:16](=[CH:17][CH:18]=[CH:19][CH:20]=2)[CH:15]=[CH:14][C:13]=1Br.O1CCCC1.CCCCCC.C([Li])CCC.[F:39][C:40]1[C:45](F)=[C:44](F)[C:43]([F:48])=[C:42]([F:49])[C:41]=1[F:50]. The catalyst is CCCCCC.O. The product is [F:39][C:40]1[C:45]2[C:44](=[C:8]3[C:3](=[C:12]4[C:13]=2[CH:14]=[CH:15][C:16]2[CH:17]=[CH:18][CH:19]=[CH:20][C:21]4=2)[C:2]2[CH:11]=[CH:10][CH:9]=[CH:4][C:5]=2[CH:6]=[CH:7]3)[C:43]([F:48])=[C:42]([F:49])[C:41]=1[F:50]. The yield is 0.670. (2) The reactants are [CH2:1]([C:3]1[N:4]([C:28]2[CH:33]=[CH:32][C:31]([OH:34])=[CH:30][CH:29]=2)[C:5](=[O:27])[C:6]([CH2:12][C:13]2[CH:18]=[CH:17][C:16]([C:19]3[C:20]([C:25]#[N:26])=[CH:21][CH:22]=[CH:23][CH:24]=3)=[CH:15][CH:14]=2)=[C:7]([CH2:9][CH2:10][CH3:11])[N:8]=1)[CH3:2].Br[C:36](C)([CH3:42])[C:37](OCC)=O.[C:44](=O)([O-])[O-].[Cs+].[Cs+].CN(C)C=O.C([O:58][CH2:59][CH3:60])(=O)C. No catalyst specified. The product is [CH2:1]([C:3]1[N:4]([C:28]2[CH:33]=[CH:32][C:31]([O:34][C:36]([CH3:42])([CH3:37])[C:59]([OH:58])([CH3:60])[CH3:44])=[CH:30][CH:29]=2)[C:5](=[O:27])[C:6]([CH2:12][C:13]2[CH:18]=[CH:17][C:16]([C:19]3[C:20]([C:25]#[N:26])=[CH:21][CH:22]=[CH:23][CH:24]=3)=[CH:15][CH:14]=2)=[C:7]([CH2:9][CH2:10][CH3:11])[N:8]=1)[CH3:2]. The yield is 0.300. (3) The reactants are [CH2:1]([C@H:8]1[CH2:12][O:11][C:10](=[O:13])[N:9]1[C:14]([C@H:16]([CH2:21][CH2:22][CH:23]1[CH2:28][CH2:27][CH2:26][CH2:25][CH2:24]1)[CH2:17][C:18](O)=[O:19])=[O:15])[C:2]1[CH:7]=[CH:6][CH:5]=[CH:4][CH:3]=1.CN(C(ON1N=NC2C=CC=NC1=2)=[N+](C)C)C.F[P-](F)(F)(F)(F)F.[NH:53]1[CH2:58][CH2:57][O:56][CH2:55][CH2:54]1.CCN(C(C)C)C(C)C. The catalyst is CN(C=O)C.C(OCC)(=O)C.C(Cl)Cl. The product is [CH2:1]([C@H:8]1[CH2:12][O:11][C:10](=[O:13])[N:9]1[C:14](=[O:15])[C@H:16]([CH2:21][CH2:22][CH:23]1[CH2:28][CH2:27][CH2:26][CH2:25][CH2:24]1)[CH2:17][C:18]([N:53]1[CH2:58][CH2:57][O:56][CH2:55][CH2:54]1)=[O:19])[C:2]1[CH:3]=[CH:4][CH:5]=[CH:6][CH:7]=1. The yield is 0.920.